Dataset: Catalyst prediction with 721,799 reactions and 888 catalyst types from USPTO. Task: Predict which catalyst facilitates the given reaction. Reactant: [CH2:1]([NH:8][CH2:9][CH2:10][NH2:11])[C:2]1[CH:7]=[CH:6][CH:5]=[CH:4][CH:3]=1.[S:12](N)(N)(=[O:14])=[O:13]. Product: [CH2:1]([N:8]1[CH2:9][CH2:10][NH:11][S:12]1(=[O:14])=[O:13])[C:2]1[CH:7]=[CH:6][CH:5]=[CH:4][CH:3]=1. The catalyst class is: 17.